From a dataset of Reaction yield outcomes from USPTO patents with 853,638 reactions. Predict the reaction yield, written as a fraction of the theoretical maximum amount of product (1.0 means a 100% yield; for example, 0.34 means a 34% yield). The reactants are Br[CH:2]([CH3:4])[CH3:3].[Br:5][C:6]1[CH:11]=[CH:10][C:9]([OH:12])=[C:8]([O:13][CH3:14])[CH:7]=1.C([O-])([O-])=O.[K+].[K+].CS(C)=O. The catalyst is O. The product is [Br:5][C:6]1[CH:11]=[CH:10][C:9]([O:12][CH:2]([CH3:4])[CH3:3])=[C:8]([O:13][CH3:14])[CH:7]=1. The yield is 0.940.